This data is from Catalyst prediction with 721,799 reactions and 888 catalyst types from USPTO. The task is: Predict which catalyst facilitates the given reaction. (1) Reactant: [NH2:1][C:2]1[C:7]([C:8]#[N:9])=[C:6]([NH:10][C@H:11]([C:13]2[N:18]=[C:17]3[CH:19]=[CH:20][N:21]([CH3:22])[C:16]3=[CH:15][C:14]=2[N:23]2[CH2:28][CH2:27][O:26][CH2:25][CH2:24]2)[CH3:12])[N:5]=[C:4](SC)[N:3]=1.O[O:32][S:33]([O-:35])=O.[K+].[C:37](#N)C. Product: [NH2:1][C:2]1[C:7]([C:8]#[N:9])=[C:6]([NH:10][C@H:11]([C:13]2[N:18]=[C:17]3[CH:19]=[CH:20][N:21]([CH3:22])[C:16]3=[CH:15][C:14]=2[N:23]2[CH2:28][CH2:27][O:26][CH2:25][CH2:24]2)[CH3:12])[N:5]=[C:4]([S:33]([CH3:37])(=[O:35])=[O:32])[N:3]=1. The catalyst class is: 238. (2) Reactant: [H-].[Na+].CN(C=O)C.[F:8][C:9]([F:13])([F:12])[CH2:10][OH:11].[F:14][C:15]1([F:36])[C:33]2[C:18](=[CH:19][C:20]3[O:24][C:23]([C:25]4[CH:30]=[CH:29][N:28]=[CH:27][C:26]=4F)=[N:22][C:21]=3[CH:32]=2)[C:17]([F:35])([F:34])[O:16]1. Product: [F:36][C:15]1([F:14])[C:33]2[C:18](=[CH:19][C:20]3[O:24][C:23]([C:25]4[CH:26]=[CH:27][N:28]=[CH:29][C:30]=4[O:11][CH2:10][C:9]([F:13])([F:12])[F:8])=[N:22][C:21]=3[CH:32]=2)[C:17]([F:34])([F:35])[O:16]1. The catalyst class is: 6.